From a dataset of Experimentally validated miRNA-target interactions with 360,000+ pairs, plus equal number of negative samples. Binary Classification. Given a miRNA mature sequence and a target amino acid sequence, predict their likelihood of interaction. (1) The miRNA is rno-let-7c-5p with sequence UGAGGUAGUAGGUUGUAUGGUU. The protein sequence of the target gene is MSSLYVPLVLRLEVRDRTKIVQSFIDDSKAGSESPLAGERTRQRLVKKGNTPPKKELKGREEDPPIGVMSSEPSHNYHKGRRTYSEVVIESLDGEKLVDSSSSVAGTSEKSGGRSVSEGPPDQVAYYSGNPLTEKTEGIMHFYKYNDEKLTKVAQCRMLCMYAVPAQVEVREIISFMCISLPMIVSIKVVRDPAPNQYMLIIKFKEHNDAVTFYEEFNNCPFNDLESYCCTLFFVDRIECTTSNDLFSSDDTSLTELPTCAVCLERMDDSVLAILCNHSFHARCLEQWADNTCPVCRYVQ.... Result: 0 (no interaction). (2) Result: 0 (no interaction). The miRNA is mmu-miR-540-3p with sequence AGGUCAGAGGUCGAUCCUGG. The protein sequence of the target gene is MADPIMDLFDDPNLFGLDSLTDDSFNQVTQDPIEEALGLPSSLDSLDQMNQDGGGGDVGNSSASDLVPPPEETASTELPKESTAPAPESLTLHDYTTQPTSQEQPAQPVLQTSTPTAGLLQVSKSQEILSQGNPFMGVSATGVSPSNTGGQPSQSAPKIVILKAPPNSSVTGTHVAQIQAQGITSTAQPLVAGTANGGKVTFTKVLTGTPLRPGVSIVSGNTVLATKVPGNQAAVQRIVQPSRPVKQLVLQPVKGSAPAGNPGAAGPPLKPAVTLTSTPTQGESKRITLVLQQPQSGGPQ.... (3) The miRNA is rno-miR-92b-3p with sequence UAUUGCACUCGUCCCGGCCUCC. Result: 0 (no interaction). The protein sequence of the target gene is MPTDHEEPCGPSHKSFCLNGGLCYVIPTIPSPFCRCVENYTGARCEEVFLPGSSIQTKSNLFEAFVALAVLVTLIIGAFYFLCRKGHFQRASSVQYDINLVETSSTSAHHSHEQH. (4) The protein sequence of the target gene is MTEQAISFAKDFLAGGIAAAISKTAVAPIERVKLLLQVQHASKQIAADKQYKGIVDCIVRIPKEQGVLSFWRGNLANVIRYFPTQALNFAFKDKYKQIFLGGVDKHTQFWRYFAGNLASGGAAGATSLCFVYPLDFARTRLAADVGKSGTEREFRGLGDCLVKITKSDGIRGLYQGFSVSVQGIIIYRAAYFGVYDTAKGMLPDPKNTHIVVSWMIAQTVTAVAGVVSYPFDTVRRRMMMQSGRKGADIMYTGTVDCWRKIFRDEGGKAFFKGAWSNVLRGMGGAFVLVLYDELKKVI. The miRNA is hsa-miR-150-5p with sequence UCUCCCAACCCUUGUACCAGUG. Result: 0 (no interaction). (5) The miRNA is mmu-miR-5125 with sequence UCUGCCUGGGAUUUCCUUGU. The protein sequence of the target gene is MLRTALSRMPTLLRSVRTRDSGPRRLWDLGARLKTAERLRGWAWGWASGWRSSSSAPGSGRAAALGRVEADHYQLVYTCKVCGTRSSKRISKLAYHQGVVIVTCPGCQNHHIIADNLSWFSDLKGKRNIEEILAARGEEVRRVSGDGALELILEAAVPPDTPEGDEDPPNPGKMGQS. Result: 1 (interaction). (6) The miRNA is hsa-miR-519b-3p with sequence AAAGUGCAUCCUUUUAGAGGUU. The protein sequence of the target gene is MASQPPPPPKPWETRRIPGAGPGPGPGPTFQSADLGPTLMTRPGQPALTRVPPPILPRPSQQTGSSSVNTFRPAYSSFSSGYGAYGNSFYGGYSPYSYGYNGLGYNRLRVDDLPPSRFVQQAEESSRGAFQSIESIVHAFASVSMMMDATFSAVYNSFRAVLDVANHFSRLKIHFTKVFSAFALVRTIRYLYRRLQRMLGLRRGSENEDLWAESEGTVACLGAEDRAATSAKSWPIFLFFAVILGGPYLIWKLLSTHSDEVTDSINWASGEDDHVVARAEYDFAAVSEEEISFRAGDMLN.... Result: 1 (interaction). (7) The miRNA is mmu-miR-181a-5p with sequence AACAUUCAACGCUGUCGGUGAGU. The protein sequence of the target gene is MHCGPPDMVCETKIVATEDHEALPGAKKDALLVAAGAMWPPLPAAPGPAAAPPPAAGPQPHGGTGGAGPPEGRGVCIREFRAAEQEAARRIFYDGILERIPNTAFRGLRQHPRTQLLYALLAALCFAVTRSLLLTCLVPAGLLALRYYYSRKVILAYLECALHTDMADIEQYYMKPPGSCFWVAVLDGNVVGIVAARAHEEDNTVELLRMSVDSRFRGKSIAKALGRRVLEFAMLHNYSAVVLGTTAVKVAAHKLYESLGFRHMGASDHYVLPGMTLSLAERLFFQVRYHRYRLQLREE. Result: 1 (interaction). (8) The miRNA is mmu-miR-7018-3p with sequence UCACCCUGCUGCCGGCUUGCAG. The protein sequence of the target gene is MAEEQEFTQLCKLPAQPSHPHCVNNTYRSAQHSQALLRGLLALRDSGILFDVVLVVEGRHIEAHRILLAASCDYFRGMFAGGLKEMEQEEVLIHGVSYNAMCQILHFIYTSELELSLSNVQETLVAACQLQIPEIIHFCCDFLMSWVDEENILDVYRLAELFDLSRLTEQLDTYILKNFVAFSRTDKYRQLPLEKVYSLLSSNRLEVSCETEVYEGALLYHYSLEQVQADQISLHEPPKLLETVRFPLMEAEVLQRLHDKLDPSPLRDTVASALMYHRNESLQPSLQSPQTELRSDFQCV.... Result: 0 (no interaction).